Dataset: HIV replication inhibition screening data with 41,000+ compounds from the AIDS Antiviral Screen. Task: Binary Classification. Given a drug SMILES string, predict its activity (active/inactive) in a high-throughput screening assay against a specified biological target. The compound is CN(C)C1C(O)=C(C(=O)NCNCCC(=O)O)C(=O)C2(O)C(O)=C3C(=O)c4c(O)cccc4C(C)(O)C3CC12.CS(=O)(=O)O. The result is 0 (inactive).